The task is: Predict the product of the given reaction.. This data is from Forward reaction prediction with 1.9M reactions from USPTO patents (1976-2016). (1) The product is: [F:27][C:28]1[CH:42]=[C:41]([F:43])[C:40]([F:44])=[CH:39][C:29]=1[O:30][CH2:31][CH2:32][CH2:33][N:16]1[CH:17]=[CH:18][N:19]=[C:14]([N:11]2[CH2:10][CH2:9][N:8]([C:6]([O:5][C:1]([CH3:4])([CH3:2])[CH3:3])=[O:7])[CH2:13][CH2:12]2)[C:15]1=[O:20]. Given the reactants [C:1]([O:5][C:6]([N:8]1[CH2:13][CH2:12][N:11]([C:14]2[C:15](=[O:20])[NH:16][CH:17]=[CH:18][N:19]=2)[CH2:10][CH2:9]1)=[O:7])([CH3:4])([CH3:3])[CH3:2].CC([O-])(C)C.[K+].[F:27][C:28]1[CH:42]=[C:41]([F:43])[C:40]([F:44])=[CH:39][C:29]=1[O:30][CH2:31][CH2:32][CH2:33]OS(C)(=O)=O.O, predict the reaction product. (2) Given the reactants Br[C:2]1[CH:21]=[CH:20][C:19]([O:22][CH3:23])=[CH:18][C:3]=1[CH2:4][N:5]1[C@@H:9]([CH3:10])[C@@H:8]([C:11]2[CH:16]=[CH:15][CH:14]=[CH:13][CH:12]=2)[O:7][C:6]1=[O:17].[CH3:24][O:25][C:26](=[O:45])[CH2:27][C:28]1[CH:33]=[CH:32][C:31]([O:34][CH3:35])=[C:30](B2OC(C)(C)C(C)(C)O2)[CH:29]=1, predict the reaction product. The product is: [CH3:24][O:25][C:26](=[O:45])[CH2:27][C:28]1[CH:29]=[C:30]([C:2]2[CH:21]=[CH:20][C:19]([O:22][CH3:23])=[CH:18][C:3]=2[CH2:4][N:5]2[C@@H:9]([CH3:10])[C@@H:8]([C:11]3[CH:16]=[CH:15][CH:14]=[CH:13][CH:12]=3)[O:7][C:6]2=[O:17])[C:31]([O:34][CH3:35])=[CH:32][CH:33]=1. (3) Given the reactants [Cl:1][C:2]1[CH:9]=[C:8]([N:10]([CH2:16][C:17]2[CH:22]=[CH:21][CH:20]=[CH:19][C:18]=2[C:23]([F:26])([F:25])[F:24])[C@H:11]2[CH2:15][CH2:14][NH:13][CH2:12]2)[CH:7]=[CH:6][C:3]=1[C:4]#[N:5].Br[CH2:28][CH:29]1[O:33][CH2:32][CH2:31][O:30]1, predict the reaction product. The product is: [Cl:1][C:2]1[CH:9]=[C:8]([N:10]([C@H:11]2[CH2:15][CH2:14][N:13]([CH2:28][CH:29]3[O:33][CH2:32][CH2:31][O:30]3)[CH2:12]2)[CH2:16][C:17]2[CH:22]=[CH:21][CH:20]=[CH:19][C:18]=2[C:23]([F:26])([F:24])[F:25])[CH:7]=[CH:6][C:3]=1[C:4]#[N:5].